Dataset: Forward reaction prediction with 1.9M reactions from USPTO patents (1976-2016). Task: Predict the product of the given reaction. (1) Given the reactants C(O[C:4]1[CH:9]=[CH:8][C:7](Br)=[CH:6][CH:5]=1)C.[Mg].II.[CH2:14]([O:21]C1C=CC=CC=1C=O)[C:15]1[CH:20]=[CH:19][CH:18]=[CH:17][CH:16]=1.[Cl-].[NH4+], predict the reaction product. The product is: [C:15]1([CH:14]([C:4]2[CH:5]=[CH:6][CH:7]=[CH:8][CH:9]=2)[OH:21])[CH:20]=[CH:19][CH:18]=[CH:17][CH:16]=1. (2) The product is: [OH:32][C:13]12[C:24]3[C:29](=[CH:28][CH:27]=[CH:26][CH:25]=3)[C:30](=[O:31])[C:12]1([NH:11][CH:1]=[O:2])[C:16]1[CH:17]=[CH:18][C:19]([CH:21]([CH3:23])[CH3:22])=[CH:20][C:15]=1[O:14]2. Given the reactants [CH:1](O)=[O:2].C(OC(=O)C)(=O)C.[NH2:11][C:12]12[C:30](=[O:31])[C:29]3[C:24](=[CH:25][CH:26]=[CH:27][CH:28]=3)[C:13]1([OH:32])[O:14][C:15]1[CH:20]=[C:19]([CH:21]([CH3:23])[CH3:22])[CH:18]=[CH:17][C:16]=12, predict the reaction product.